From a dataset of Full USPTO retrosynthesis dataset with 1.9M reactions from patents (1976-2016). Predict the reactants needed to synthesize the given product. (1) Given the product [Br:10][C:8]1[CH:7]=[CH:6][C:4]([NH:5][C:13](=[O:15])[CH3:14])=[C:3]([C:2]([F:1])([F:11])[F:12])[CH:9]=1, predict the reactants needed to synthesize it. The reactants are: [F:1][C:2]([F:12])([F:11])[C:3]1[CH:9]=[C:8]([Br:10])[CH:7]=[CH:6][C:4]=1[NH2:5].[C:13](OC(=O)C)(=[O:15])[CH3:14]. (2) Given the product [NH2:24][C:7]1[CH:6]=[C:5]([CH3:27])[C:4]([CH:1]2[CH2:2][CH2:3]2)=[CH:9][C:8]=1[NH:10][CH2:11][CH2:12][CH2:13][CH2:14][CH2:15][CH2:16][C:17]([O:19][C:20]([CH3:23])([CH3:22])[CH3:21])=[O:18], predict the reactants needed to synthesize it. The reactants are: [CH:1]1([C:4]2[C:5]([CH3:27])=[CH:6][C:7]([N+:24]([O-])=O)=[C:8]([NH:10][CH2:11][CH2:12][CH2:13][CH2:14][CH2:15][CH2:16][C:17]([O:19][C:20]([CH3:23])([CH3:22])[CH3:21])=[O:18])[CH:9]=2)[CH2:3][CH2:2]1.[H][H]. (3) Given the product [N:4]([C:5]1[CH:13]=[CH:12][C:8]([C:9]([OH:11])=[O:10])=[C:7]([OH:14])[CH:6]=1)=[C:1]=[S:3], predict the reactants needed to synthesize it. The reactants are: [C:1](=[S:3])=S.[NH2:4][C:5]1[CH:13]=[CH:12][C:8]([C:9]([OH:11])=[O:10])=[C:7]([OH:14])[CH:6]=1.C(N(CC)CC)C.II.Cl.S([O-])([O-])=O.[Na+].[Na+].C(=O)([O-])O.[Na+]. (4) Given the product [C:55]([C:38]1[CH:37]=[C:36]([NH:35][C:34]([NH:29][C@@H:22]2[C:23]3[C:28](=[CH:27][CH:26]=[CH:25][CH:24]=3)[C@H:19]([O:18][C:15]3[CH:16]=[CH:17][C:12]4[N:13]([C:9]([N:3]5[C@H:2]([CH3:1])[CH2:7][CH2:6][CH2:5][C@@H:4]5[CH3:8])=[N:10][N:11]=4)[CH:14]=3)[CH2:20][CH2:21]2)=[O:33])[N:40]([C:41]2[CH:42]=[N:43][N:44]([CH2:46][CH2:47][O:48][CH:49]3[CH2:54][CH2:53][CH2:52][CH2:51][O:50]3)[CH:45]=2)[N:39]=1)([CH3:58])([CH3:56])[CH3:57], predict the reactants needed to synthesize it. The reactants are: [CH3:1][C@H:2]1[CH2:7][CH2:6][CH2:5][C@@H:4]([CH3:8])[N:3]1[C:9]1[N:13]2[CH:14]=[C:15]([O:18][C@H:19]3[C:28]4[C:23](=[CH:24][CH:25]=[CH:26][CH:27]=4)[C@@H:22]([NH2:29])[CH2:21][CH2:20]3)[CH:16]=[CH:17][C:12]2=[N:11][N:10]=1.ClC(Cl)(Cl)C[O:33][C:34](=O)[NH:35][C:36]1[N:40]([C:41]2[CH:42]=[N:43][N:44]([CH2:46][CH2:47][O:48][CH:49]3[CH2:54][CH2:53][CH2:52][CH2:51][O:50]3)[CH:45]=2)[N:39]=[C:38]([C:55]([CH3:58])([CH3:57])[CH3:56])[CH:37]=1.CCN(C(C)C)C(C)C.